Task: Predict which catalyst facilitates the given reaction.. Dataset: Catalyst prediction with 721,799 reactions and 888 catalyst types from USPTO (1) Reactant: [F:1][CH:2]([F:14])[O:3][C:4]1[CH:5]=[CH:6][C:7]([C:10]([O:12]C)=[O:11])=[N:8][CH:9]=1.[OH-].[Na+].Cl. Product: [F:14][CH:2]([F:1])[O:3][C:4]1[CH:5]=[CH:6][C:7]([C:10]([OH:12])=[O:11])=[N:8][CH:9]=1. The catalyst class is: 12. (2) Reactant: [NH2:1][C:2]([NH2:4])=[S:3].[C:5]([O:8][CH2:9][CH:10]([CH2:16][O:17][C:18](=[O:20])[CH3:19])[CH2:11][C:12](=O)[CH2:13]Br)(=[O:7])[CH3:6]. Product: [C:5]([O:8][CH2:9][CH:10]([CH2:11][C:12]1[N:1]=[C:2]([NH2:4])[S:3][CH:13]=1)[CH2:16][O:17][C:18](=[O:20])[CH3:19])(=[O:7])[CH3:6]. The catalyst class is: 8.